From a dataset of Catalyst prediction with 721,799 reactions and 888 catalyst types from USPTO. Predict which catalyst facilitates the given reaction. (1) Reactant: [CH3:1][O:2][CH:3]1[CH2:12][CH2:11][C:10]2[CH:9]=[CH:8][CH:7]=[CH:6][C:5]=2[CH2:4]1.[Li]CCCC.[B:18](OC(C)C)([O:23]C(C)C)[O:19]C(C)C. Product: [CH3:1][O:2][CH:3]1[CH:12]([B:18]([OH:23])[OH:19])[CH2:11][C:10]2[CH:9]=[CH:8][CH:7]=[CH:6][C:5]=2[CH2:4]1. The catalyst class is: 1. (2) Reactant: [CH2:1]([C:5]1[C:14]2[C:9](=[CH:10][CH:11]=[C:12]([C:15]([C:23]3[N:27]([CH3:28])[CH:26]=[N:25][CH:24]=3)([C:17]3[CH:22]=[CH:21][N:20]=[CH:19][CH:18]=3)[OH:16])[CH:13]=2)[N:8]=[C:7](Cl)[C:6]=1[C:30]1[CH:35]=[CH:34][CH:33]=[CH:32][CH:31]=1)[CH2:2][CH2:3][CH3:4].[C:36]([OH:42])([C:38]([F:41])([F:40])[F:39])=[O:37].O(C(C)C)[Na]. Product: [CH2:1]([C:5]1[C:14]2[C:9](=[CH:10][CH:11]=[C:12]([C:15]([C:23]3[N:27]([CH3:28])[CH:26]=[N:25][CH:24]=3)([C:17]3[CH:22]=[CH:21][N:20]=[CH:19][CH:18]=3)[OH:16])[CH:13]=2)[N:8]=[CH:7][C:6]=1[C:30]1[CH:35]=[CH:34][CH:33]=[CH:32][CH:31]=1)[CH2:2][CH2:3][CH3:4].[C:36]([OH:42])([C:38]([F:41])([F:40])[F:39])=[O:37]. The catalyst class is: 41. (3) Reactant: [CH2:1]([O:8][C:9]1[CH:10]=[CH:11][C:12]2[C:13]3[S:22][C:21]([CH2:23][CH3:24])=[N:20][C:14]=3[CH:15]=[N+:16]([O-])[C:17]=2[CH:18]=1)[C:2]1[CH:7]=[CH:6][CH:5]=[CH:4][CH:3]=1.ClC(Cl)(Cl)C([N:29]=C=O)=O. Product: [CH2:1]([O:8][C:9]1[CH:10]=[CH:11][C:12]2[C:13]3[S:22][C:21]([CH2:23][CH3:24])=[N:20][C:14]=3[C:15]([NH2:29])=[N:16][C:17]=2[CH:18]=1)[C:2]1[CH:7]=[CH:6][CH:5]=[CH:4][CH:3]=1. The catalyst class is: 4. (4) Reactant: [Cl:1][C:2]1[CH:3]=[C:4]([C:9]2([C:21]([F:24])([F:23])[F:22])[O:13][N:12]=[C:11]([C:14]3[CH:15]=[C:16]([CH:18]=[CH:19][CH:20]=3)[NH2:17])[CH2:10]2)[CH:5]=[C:6]([Cl:8])[CH:7]=1.Cl.[N:26]([O-])=O.[Na+].[Sn](Cl)Cl.[OH-].[Na+]. Product: [Cl:1][C:2]1[CH:3]=[C:4]([C:9]2([C:21]([F:22])([F:24])[F:23])[O:13][N:12]=[C:11]([C:14]3[CH:15]=[C:16]([NH:17][NH2:26])[CH:18]=[CH:19][CH:20]=3)[CH2:10]2)[CH:5]=[C:6]([Cl:8])[CH:7]=1. The catalyst class is: 38.